Dataset: Catalyst prediction with 721,799 reactions and 888 catalyst types from USPTO. Task: Predict which catalyst facilitates the given reaction. (1) Reactant: [Br:1][C:2]1[CH:3]=[C:4]([CH:8]=[C:9]([I:11])[CH:10]=1)[C:5]([OH:7])=O.Cl.CN(C)CCCN=C=NCC.O.ON1C2C=CC=CC=2N=N1.[CH3:35][C:36]1[N:41]=[CH:40][C:39]([CH2:42][NH2:43])=[CH:38][CH:37]=1.C(N(CC)C(C)C)(C)C. Product: [Br:1][C:2]1[CH:3]=[C:4]([CH:8]=[C:9]([I:11])[CH:10]=1)[C:5]([NH:43][CH2:42][C:39]1[CH:40]=[N:41][C:36]([CH3:35])=[CH:37][CH:38]=1)=[O:7]. The catalyst class is: 2. (2) Reactant: [Br:1][C:2]1[S:3][C:4]2[C:10](=[O:11])[CH2:9][CH:8]([CH3:12])[CH2:7][C:5]=2[N:6]=1.C([C:15](=O)[C:16]([O-:18])=[O:17])C.[C:20]1(C)C=CC=C[CH:21]=1.CC(C)([O-])C.[Li+]. Product: [Br:1][C:2]1[S:3][C:4]2[C:10](=[O:11])/[C:9](=[CH:15]/[C:16]([O:18][CH2:20][CH3:21])=[O:17])/[CH:8]([CH3:12])[CH2:7][C:5]=2[N:6]=1. The catalyst class is: 1. (3) Reactant: [C:1]([O:5][C:6]([N:8]1[CH2:13][CH2:12][N:11]([C:14]2[C:23]3[C:18](=[C:19]([F:33])[C:20]([C:25]4[CH:30]=[CH:29][C:28]([F:31])=[CH:27][C:26]=4[F:32])=[C:21](Br)[CH:22]=3)[N:17]=[CH:16][N:15]=2)[CH2:10][CH2:9]1)=[O:7])([CH3:4])([CH3:3])[CH3:2].[CH3:34][Zn]C. Product: [C:1]([O:5][C:6]([N:8]1[CH2:13][CH2:12][N:11]([C:14]2[C:23]3[C:18](=[C:19]([F:33])[C:20]([C:25]4[CH:30]=[CH:29][C:28]([F:31])=[CH:27][C:26]=4[F:32])=[C:21]([CH3:34])[CH:22]=3)[N:17]=[CH:16][N:15]=2)[CH2:10][CH2:9]1)=[O:7])([CH3:4])([CH3:3])[CH3:2]. The catalyst class is: 176.